This data is from Full USPTO retrosynthesis dataset with 1.9M reactions from patents (1976-2016). The task is: Predict the reactants needed to synthesize the given product. (1) Given the product [CH3:1][O:2][C:3](=[O:4])[C:5]1[CH:10]=[C:9]([Br:11])[C:8]([O:12][CH2:19][C:15]2[N:14]([CH3:13])[CH:18]=[CH:17][N:16]=2)=[N:7][CH:6]=1, predict the reactants needed to synthesize it. The reactants are: [CH3:1][O:2][C:3]([C:5]1[CH:6]=[N:7][C:8]([OH:12])=[C:9]([Br:11])[CH:10]=1)=[O:4].[CH3:13][N:14]1[CH:18]=[CH:17][N:16]=[C:15]1[CH2:19]O.C1(P(C2C=CC=CC=2)C2C=CC=CC=2)C=CC=CC=1.C(OC(N=NC(OC(C)C)=O)=O)(C)C. (2) Given the product [C:8]([C:7]1[CH:6]=[CH:5][C:4]([NH:10][C@@H:11]2[CH2:16][CH2:15][CH2:14][CH2:13][C@@H:12]2[NH:17][C:18](=[O:24])[O:19][C:20]([CH3:23])([CH3:22])[CH3:21])=[CH:3][C:2]=1[NH:25][C:26]1[CH:27]=[C:28]([CH3:32])[CH:29]=[CH:30][CH:31]=1)#[N:9], predict the reactants needed to synthesize it. The reactants are: Br[C:2]1[CH:3]=[C:4]([NH:10][C@@H:11]2[CH2:16][CH2:15][CH2:14][CH2:13][C@@H:12]2[NH:17][C:18](=[O:24])[O:19][C:20]([CH3:23])([CH3:22])[CH3:21])[CH:5]=[CH:6][C:7]=1[C:8]#[N:9].[NH2:25][C:26]1[CH:31]=[CH:30][CH:29]=[C:28]([CH3:32])[CH:27]=1.C1C=CC(P(C2C(C3C(P(C4C=CC=CC=4)C4C=CC=CC=4)=CC=C4C=3C=CC=C4)=C3C(C=CC=C3)=CC=2)C2C=CC=CC=2)=CC=1.C([O-])([O-])=O.[Cs+].[Cs+]. (3) Given the product [CH3:20][O:19][CH2:18][CH2:17][O:16][C:4]1[CH:5]=[C:6]2[C:10](=[C:2]([NH:1][S:32]([C:28]3[S:27][CH:31]=[CH:30][CH:29]=3)(=[O:34])=[O:33])[CH:3]=1)[NH:9][C:8]([C:11]([O:13][CH2:14][CH3:15])=[O:12])=[CH:7]2, predict the reactants needed to synthesize it. The reactants are: [NH2:1][C:2]1[CH:3]=[C:4]([O:16][CH2:17][CH2:18][O:19][CH3:20])[CH:5]=[C:6]2[C:10]=1[NH:9][C:8]([C:11]([O:13][CH2:14][CH3:15])=[O:12])=[CH:7]2.N1C=CC=CC=1.[S:27]1[CH:31]=[CH:30][CH:29]=[C:28]1[S:32](Cl)(=[O:34])=[O:33]. (4) The reactants are: [NH2:1][C:2]1[C:3]2[N:11]=[C:10]([C:12]3[CH:13]=[C:14]([CH:18]=[CH:19][CH:20]=3)[C:15]([OH:17])=O)[CH:9]=[CH:8][C:4]=2[N:5]=[CH:6][N:7]=1.C[NH:22][CH2:23][CH2:24][NH:25][CH3:26].[CH3:27]N(C(ON1N=NC2C=CC=NC1=2)=[N+](C)C)C.F[P-](F)(F)(F)(F)F.CCN(C(C)C)C(C)C. Given the product [NH2:1][C:2]1[C:3]2[N:11]=[C:10]([C:12]3[CH:13]=[C:14]([CH:18]=[CH:19][CH:20]=3)[C:15]([NH:22][CH2:23][CH2:24][N:25]([CH3:26])[CH3:27])=[O:17])[CH:9]=[CH:8][C:4]=2[N:5]=[CH:6][N:7]=1, predict the reactants needed to synthesize it. (5) Given the product [CH3:21][O:22][C:23]1[CH:28]=[CH:27][C:26]([C:2]2[N:7]=[C:6]([CH2:8][C:9]([O:11][CH2:12][CH3:13])=[O:10])[C:5]([CH3:14])=[CH:4][CH:3]=2)=[CH:25][CH:24]=1, predict the reactants needed to synthesize it. The reactants are: Cl[C:2]1[N:7]=[C:6]([CH2:8][C:9]([O:11][CH2:12][CH3:13])=[O:10])[C:5]([CH3:14])=[CH:4][CH:3]=1.C([O-])([O-])=O.[Na+].[Na+].[CH3:21][O:22][C:23]1[CH:28]=[CH:27][C:26](B(O)O)=[CH:25][CH:24]=1.O1CCOCC1. (6) Given the product [C:1]([C:5]1[CH:6]=[C:7]([NH:38][C:95]([NH:67][C@@H:60]2[C:61]3[C:66](=[CH:65][CH:64]=[CH:63][CH:62]=3)[C@H:57]([O:56][C:53]3[CH:54]=[CH:55][C:50]4[N:51]([C:47]([N:41]5[C@H:40]([CH3:39])[CH2:45][CH2:44][CH2:43][C@@H:42]5[CH3:46])=[N:48][N:49]=4)[CH:52]=3)[CH2:58][CH2:59]2)=[O:94])[N:8]([C:10]2[CH:15]=[CH:14][C:13]([CH2:16][O:17][Si:18]([CH:22]([CH3:24])[CH3:23])([CH:19]([CH3:20])[CH3:21])[CH:25]([CH3:27])[CH3:26])=[C:12]([O:28][CH2:29][CH2:30][OH:31])[CH:11]=2)[N:9]=1)([CH3:2])([CH3:4])[CH3:3], predict the reactants needed to synthesize it. The reactants are: [C:1]([C:5]1[CH:6]=[C:7]([NH2:38])[N:8]([C:10]2[CH:15]=[CH:14][C:13]([CH2:16][O:17][Si:18]([CH:25]([CH3:27])[CH3:26])([CH:22]([CH3:24])[CH3:23])[CH:19]([CH3:21])[CH3:20])=[C:12]([O:28][CH2:29][CH2:30][O:31]C3CCCCO3)[CH:11]=2)[N:9]=1)([CH3:4])([CH3:3])[CH3:2].[CH3:39][C@H:40]1[CH2:45][CH2:44][CH2:43][C@@H:42]([CH3:46])[N:41]1[C:47]1[N:51]2[CH:52]=[C:53]([O:56][C@H:57]3[C:66]4[C:61](=[CH:62][CH:63]=[CH:64][CH:65]=4)[C@@H:60]([NH2:67])[CH2:59][CH2:58]3)[CH:54]=[CH:55][C:50]2=[N:49][N:48]=1.CCN(C(C)C)C(C)C.C1(C)C=CC(S([O-])(=O)=O)=CC=1.[NH+]1C=CC=CC=1.[O:94]1CCOC[CH2:95]1. (7) Given the product [C:2]([C:7]1[S:11][C:10]([CH2:12][N:13]2[N:17]=[C:16]([NH:18][C:25]([C:23]3[N:24]=[C:20]([CH3:19])[O:21][C:22]=3[C:28]3[CH:33]=[CH:32][CH:31]=[C:30]([C:34]([F:37])([F:35])[F:36])[CH:29]=3)=[O:26])[CH:15]=[N:14]2)=[CH:9][CH:8]=1)(=[O:6])[CH3:1], predict the reactants needed to synthesize it. The reactants are: [CH3:1][C:2]1([C:7]2[S:11][C:10]([CH2:12][N:13]3[N:17]=[C:16]([NH2:18])[CH:15]=[N:14]3)=[CH:9][CH:8]=2)[O:6]CCO1.[CH3:19][C:20]1[O:21][C:22]([C:28]2[CH:33]=[CH:32][CH:31]=[C:30]([C:34]([F:37])([F:36])[F:35])[CH:29]=2)=[C:23]([C:25](O)=[O:26])[N:24]=1.